From a dataset of NCI-60 drug combinations with 297,098 pairs across 59 cell lines. Regression. Given two drug SMILES strings and cell line genomic features, predict the synergy score measuring deviation from expected non-interaction effect. (1) Drug 1: C1=NC(=NC(=O)N1C2C(C(C(O2)CO)O)O)N. Drug 2: C1=CN(C=N1)CC(O)(P(=O)(O)O)P(=O)(O)O. Cell line: TK-10. Synergy scores: CSS=18.5, Synergy_ZIP=-8.31, Synergy_Bliss=2.43, Synergy_Loewe=-5.13, Synergy_HSA=1.12. (2) Drug 1: C(CC(=O)O)C(=O)CN.Cl. Drug 2: C(CN)CNCCSP(=O)(O)O. Cell line: A549. Synergy scores: CSS=10.5, Synergy_ZIP=-5.00, Synergy_Bliss=0.867, Synergy_Loewe=-5.34, Synergy_HSA=1.43. (3) Drug 1: CCN(CC)CCNC(=O)C1=C(NC(=C1C)C=C2C3=C(C=CC(=C3)F)NC2=O)C. Drug 2: CCC1(CC2CC(C3=C(CCN(C2)C1)C4=CC=CC=C4N3)(C5=C(C=C6C(=C5)C78CCN9C7C(C=CC9)(C(C(C8N6C)(C(=O)OC)O)OC(=O)C)CC)OC)C(=O)OC)O.OS(=O)(=O)O. Cell line: BT-549. Synergy scores: CSS=4.27, Synergy_ZIP=-0.541, Synergy_Bliss=3.67, Synergy_Loewe=3.09, Synergy_HSA=3.14. (4) Drug 1: CN(C)N=NC1=C(NC=N1)C(=O)N. Drug 2: CN(C)C1=NC(=NC(=N1)N(C)C)N(C)C. Cell line: SF-295. Synergy scores: CSS=-3.92, Synergy_ZIP=-3.25, Synergy_Bliss=-10.6, Synergy_Loewe=-8.84, Synergy_HSA=-8.67. (5) Drug 1: C1C(C(OC1N2C=NC3=C(N=C(N=C32)Cl)N)CO)O. Drug 2: C1CC(=O)NC(=O)C1N2C(=O)C3=CC=CC=C3C2=O. Cell line: MDA-MB-435. Synergy scores: CSS=33.8, Synergy_ZIP=-13.7, Synergy_Bliss=-5.39, Synergy_Loewe=-30.1, Synergy_HSA=-6.82. (6) Drug 1: C1C(C(OC1N2C=NC3=C(N=C(N=C32)Cl)N)CO)O. Drug 2: CC1C(C(CC(O1)OC2CC(CC3=C2C(=C4C(=C3O)C(=O)C5=C(C4=O)C(=CC=C5)OC)O)(C(=O)CO)O)N)O.Cl. Cell line: KM12. Synergy scores: CSS=38.9, Synergy_ZIP=-10.7, Synergy_Bliss=-7.30, Synergy_Loewe=-5.45, Synergy_HSA=-2.34. (7) Drug 1: CC1=C(C=C(C=C1)NC2=NC=CC(=N2)N(C)C3=CC4=NN(C(=C4C=C3)C)C)S(=O)(=O)N.Cl. Drug 2: C1CNP(=O)(OC1)N(CCCl)CCCl. Cell line: U251. Synergy scores: CSS=9.06, Synergy_ZIP=-2.65, Synergy_Bliss=1.63, Synergy_Loewe=-4.79, Synergy_HSA=-0.261. (8) Drug 1: COC1=C(C=C2C(=C1)N=CN=C2NC3=CC(=C(C=C3)F)Cl)OCCCN4CCOCC4. Drug 2: CC1=C(C(=CC=C1)Cl)NC(=O)C2=CN=C(S2)NC3=CC(=NC(=N3)C)N4CCN(CC4)CCO. Cell line: SF-268. Synergy scores: CSS=9.51, Synergy_ZIP=3.59, Synergy_Bliss=8.52, Synergy_Loewe=6.08, Synergy_HSA=7.85.